This data is from Reaction yield outcomes from USPTO patents with 853,638 reactions. The task is: Predict the reaction yield, written as a fraction of the theoretical maximum amount of product (1.0 means a 100% yield; for example, 0.34 means a 34% yield). The reactants are Cl.[F:2][C:3]([F:34])([F:33])[C:4]1[CH:5]=[C:6]([CH:26]=[C:27]([C:29]([F:32])([F:31])[F:30])[CH:28]=1)[CH2:7][N:8]([CH3:25])[C:9]([C@@H:11]1[CH2:16][CH2:15][NH:14][CH2:13][C@H:12]1[C:17]1[CH:22]=[CH:21][C:20]([F:23])=[CH:19][C:18]=1[CH3:24])=[O:10].[C:35]1(=O)[CH2:39][CH2:38][C:37](=[O:40])[CH2:36]1.O.C1(C)C=CC(S(O)(=O)=O)=CC=1.C(=O)([O-])O.[Na+]. The catalyst is C1(C)C=CC=CC=1. The product is [F:34][C:3]([F:2])([F:33])[C:4]1[CH:5]=[C:6]([CH:26]=[C:27]([C:29]([F:30])([F:31])[F:32])[CH:28]=1)[CH2:7][N:8]([CH3:25])[C:9]([C@@H:11]1[CH2:16][CH2:15][N:14]([C:35]2[CH2:39][CH2:38][C:37](=[O:40])[CH:36]=2)[CH2:13][C@H:12]1[C:17]1[CH:22]=[CH:21][C:20]([F:23])=[CH:19][C:18]=1[CH3:24])=[O:10]. The yield is 0.800.